From a dataset of Catalyst prediction with 721,799 reactions and 888 catalyst types from USPTO. Predict which catalyst facilitates the given reaction. (1) Reactant: C(Cl)(=O)C(Cl)=O.CS(C)=O.[OH:11][CH2:12][C@H:13]1[CH2:18][CH2:17][C@H:16]([C:19]([O:21][CH2:22][C:23]2[CH:28]=[CH:27][CH:26]=[CH:25][CH:24]=2)=[O:20])[CH2:15][CH2:14]1.C(N(CC)CC)C. Product: [CH:12]([C@H:13]1[CH2:18][CH2:17][C@H:16]([C:19]([O:21][CH2:22][C:23]2[CH:24]=[CH:25][CH:26]=[CH:27][CH:28]=2)=[O:20])[CH2:15][CH2:14]1)=[O:11]. The catalyst class is: 46. (2) Reactant: [Br:1]Br.[C:3]([C:5]1[CH:9]=[C:8]([CH2:10][C:11]([NH:14][C:15](=[O:21])[O:16][C:17]([CH3:20])([CH3:19])[CH3:18])([CH3:13])[CH3:12])[N:7]([CH2:22][CH2:23][O:24][CH3:25])[N:6]=1)#[N:4].C([O-])(=O)C.[K+].S(=O)(=O)(O)[O-].[Na+]. Product: [Br:1][C:9]1[C:5]([C:3]#[N:4])=[N:6][N:7]([CH2:22][CH2:23][O:24][CH3:25])[C:8]=1[CH2:10][C:11]([NH:14][C:15](=[O:21])[O:16][C:17]([CH3:18])([CH3:19])[CH3:20])([CH3:13])[CH3:12]. The catalyst class is: 15.